From a dataset of Forward reaction prediction with 1.9M reactions from USPTO patents (1976-2016). Predict the product of the given reaction. (1) Given the reactants [NH2:1][CH2:2][C:3]1([NH:12]P(C2C=CC=CC=2)(C2C=CC=CC=2)=O)[C:11]2[C:6](=[CH:7][CH:8]=[CH:9][CH:10]=2)[CH2:5][CH2:4]1, predict the reaction product. The product is: [NH2:1][CH2:2][C:3]1([NH2:12])[C:11]2[C:6](=[CH:7][CH:8]=[CH:9][CH:10]=2)[CH2:5][CH2:4]1. (2) Given the reactants [C:1](/[CH:4]=[CH:5]/[C:6]1[CH:11]=[C:10]([O:12][CH3:13])[CH:9]=[CH:8][C:7]=1[CH:14]1[C:22]2[C:17](=[CH:18][CH:19]=[C:20]([O:23][CH2:24][CH2:25][CH3:26])[CH:21]=2)[CH:16]([C:27]2[CH:32]=[CH:31][C:30]3[O:33][CH2:34][O:35][C:29]=3[CH:28]=2)[CH:15]1[C:36]([OH:38])=[O:37])([OH:3])=[O:2], predict the reaction product. The product is: [C:1]([CH2:4][CH2:5][C:6]1[CH:11]=[C:10]([O:12][CH3:13])[CH:9]=[CH:8][C:7]=1[CH:14]1[C:22]2[C:17](=[CH:18][CH:19]=[C:20]([O:23][CH2:24][CH2:25][CH3:26])[CH:21]=2)[CH:16]([C:27]2[CH:32]=[CH:31][C:30]3[O:33][CH2:34][O:35][C:29]=3[CH:28]=2)[CH:15]1[C:36]([OH:38])=[O:37])([OH:3])=[O:2]. (3) Given the reactants [Cl:1][C:2]1[CH:7]=[CH:6][C:5]([CH:8]2[CH2:13][CH2:12][N:11]([C:14]3[C:23]([C:24]4[CH:29]=[CH:28][C:27]([F:30])=[CH:26][CH:25]=4)=[N:22][C:21]4[C:16](=[CH:17][CH:18]=[C:19]([C:31]([O:33]C)=[O:32])[CH:20]=4)[N:15]=3)[CH2:10][CH2:9]2)=[CH:4][CH:3]=1.[OH-].[Na+], predict the reaction product. The product is: [Cl:1][C:2]1[CH:7]=[CH:6][C:5]([CH:8]2[CH2:9][CH2:10][N:11]([C:14]3[C:23]([C:24]4[CH:29]=[CH:28][C:27]([F:30])=[CH:26][CH:25]=4)=[N:22][C:21]4[C:16](=[CH:17][CH:18]=[C:19]([C:31]([OH:33])=[O:32])[CH:20]=4)[N:15]=3)[CH2:12][CH2:13]2)=[CH:4][CH:3]=1. (4) Given the reactants [CH2:1]([O:8][C:9]([NH:11][CH2:12][C:13]([OH:15])=O)=[O:10])[C:2]1[CH:7]=[CH:6][CH:5]=[CH:4][CH:3]=1.C(O[CH:19](OCC)[CH2:20][NH2:21])C.CCN=C=NCCCN(C)C.Cl, predict the reaction product. The product is: [CH2:1]([O:8][C:9]([N:11]1[CH:19]=[CH:20][NH:21][C:13](=[O:15])[CH2:12]1)=[O:10])[C:2]1[CH:3]=[CH:4][CH:5]=[CH:6][CH:7]=1. (5) Given the reactants [NH2:1][CH2:2][CH2:3][NH:4][C:5]([C:7]1[C:8]([C:18]([F:21])([F:20])[F:19])=[N:9][N:10]([C:12]2[CH:17]=[CH:16][CH:15]=[CH:14][CH:13]=2)[CH:11]=1)=[O:6].[C:22]1([C:28]2[O:32][C:31]([CH:33]3[CH2:37][CH2:36][CH:35]([C:38](O)=[O:39])[CH2:34]3)=[N:30][N:29]=2)[CH:27]=[CH:26][CH:25]=[CH:24][CH:23]=1.CCN=C=NCCCN(C)C.Cl.C1C=CC2N(O)N=NC=2C=1.O, predict the reaction product. The product is: [C:12]1([N:10]2[CH:11]=[C:7]([C:5]([NH:4][CH2:3][CH2:2][NH:1][C:38]([CH:35]3[CH2:36][CH2:37][CH:33]([C:31]4[O:32][C:28]([C:22]5[CH:27]=[CH:26][CH:25]=[CH:24][CH:23]=5)=[N:29][N:30]=4)[CH2:34]3)=[O:39])=[O:6])[C:8]([C:18]([F:20])([F:21])[F:19])=[N:9]2)[CH:17]=[CH:16][CH:15]=[CH:14][CH:13]=1. (6) Given the reactants [N:1]1([C:7]([C@@H:9]2[CH2:18][C:17]3[C:12](=[CH:13][CH:14]=[CH:15][CH:16]=3)[CH2:11][N:10]2[C:19]([O:21][CH2:22][C:23]2[CH:28]=[CH:27][CH:26]=[CH:25][CH:24]=2)=[O:20])=O)[CH2:6][CH2:5][O:4][CH2:3][CH2:2]1.Cl.C([O-])(O)=O.[Na+], predict the reaction product. The product is: [N:1]1([CH2:7][C@@H:9]2[CH2:18][C:17]3[C:12](=[CH:13][CH:14]=[CH:15][CH:16]=3)[CH2:11][N:10]2[C:19]([O:21][CH2:22][C:23]2[CH:28]=[CH:27][CH:26]=[CH:25][CH:24]=2)=[O:20])[CH2:6][CH2:5][O:4][CH2:3][CH2:2]1.